Task: Predict the product of the given reaction.. Dataset: Forward reaction prediction with 1.9M reactions from USPTO patents (1976-2016) (1) The product is: [CH3:1][NH:2][C:3](=[O:25])[C:4]1[CH:9]=[C:8]([O:10][C:11]2[CH:12]=[C:13]3[C:18](=[CH:19][CH:20]=2)[N:17]=[C:16]([NH:39][CH:37]([C:33]2[S:32][CH:36]=[CH:35][N:34]=2)[CH3:38])[N:15]=[CH:14]3)[CH:7]=[CH:6][N:5]=1. Given the reactants [CH3:1][NH:2][C:3](=[O:25])[C:4]1[CH:9]=[C:8]([O:10][C:11]2[CH:12]=[C:13]3[C:18](=[CH:19][CH:20]=2)[N:17]=[C:16](S(C)(=O)=O)[N:15]=[CH:14]3)[CH:7]=[CH:6][N:5]=1.C([O-])([O-])=O.[K+].[K+].[S:32]1[CH:36]=[CH:35][N:34]=[C:33]1[CH:37]([NH2:39])[CH3:38], predict the reaction product. (2) Given the reactants [Br:1][C:2]1[N:7]=[C:6]([CH2:8][OH:9])[CH:5]=[C:4]([C:10]2[CH:15]=[CH:14][C:13]([C:16]([F:19])([F:18])[F:17])=[CH:12][CH:11]=2)[CH:3]=1.[O:20]1[CH:25]=[CH:24][CH2:23][CH2:22][CH2:21]1.CCCCCCC.CCOC(C)=O, predict the reaction product. The product is: [Br:1][C:2]1[CH:3]=[C:4]([C:10]2[CH:11]=[CH:12][C:13]([C:16]([F:19])([F:17])[F:18])=[CH:14][CH:15]=2)[CH:5]=[C:6]([CH2:8][O:9][CH:21]2[CH2:22][CH2:23][CH2:24][CH2:25][O:20]2)[N:7]=1. (3) The product is: [Br:1][C:2]1[C:7]([CH3:8])=[CH:6][C:5]([O:9][S:13]([C:12]([F:25])([F:24])[F:11])(=[O:15])=[O:14])=[CH:4][C:3]=1[CH3:10]. Given the reactants [Br:1][C:2]1[C:7]([CH3:8])=[CH:6][C:5]([OH:9])=[CH:4][C:3]=1[CH3:10].[F:11][C:12]([F:25])([F:24])[S:13](O[S:13]([C:12]([F:25])([F:24])[F:11])(=[O:15])=[O:14])(=[O:15])=[O:14], predict the reaction product. (4) The product is: [CH2:1]([N:8]1[C:15]([NH2:16])=[C:14]([NH2:17])[C:12](=[O:13])[N:11]([CH2:19][CH2:20][CH3:21])[C:9]1=[O:10])[C:2]1[CH:3]=[CH:4][CH:5]=[CH:6][CH:7]=1. Given the reactants [CH2:1]([N:8]1[C:15]([NH2:16])=[C:14]([N:17]=O)[C:12](=[O:13])[N:11]([CH2:19][CH2:20][CH3:21])[C:9]1=[O:10])[C:2]1[CH:7]=[CH:6][CH:5]=[CH:4][CH:3]=1.S(S([O-])=O)([O-])=O.[Na+].[Na+], predict the reaction product. (5) Given the reactants [CH2:1]([Sn:9](=[O:18])[CH2:10][CH2:11][CH2:12][CH2:13][CH2:14][CH2:15][CH2:16][CH3:17])[CH2:2][CH2:3][CH2:4][CH2:5][CH2:6][CH2:7][CH3:8].[CH2:19]([CH:21]([CH2:24][CH3:25])[CH2:22][OH:23])[CH3:20], predict the reaction product. The product is: [CH2:1]([Sn:9]([CH2:10][CH2:11][CH2:12][CH2:13][CH2:14][CH2:15][CH2:16][CH3:17])([O:23][CH2:22][CH:21]([CH2:24][CH3:25])[CH2:19][CH3:20])[O:18][Sn:9]([CH2:10][CH2:11][CH2:12][CH2:13][CH2:14][CH2:15][CH2:16][CH3:17])([CH2:1][CH2:2][CH2:3][CH2:4][CH2:5][CH2:6][CH2:7][CH3:8])[O:23][CH2:22][CH:21]([CH2:24][CH3:25])[CH2:19][CH3:20])[CH2:2][CH2:3][CH2:4][CH2:5][CH2:6][CH2:7][CH3:8]. (6) Given the reactants C(OC(=O)[NH:7][C@H:8]1[CH2:13][CH2:12][C@H:11]([N:14]([CH2:22][C:23]2[CH:28]=[CH:27][CH:26]=[CH:25][CH:24]=2)[CH2:15][C:16]2[CH:21]=[CH:20][CH:19]=[CH:18][CH:17]=2)[CH2:10][CH2:9]1)(C)(C)C.Cl, predict the reaction product. The product is: [CH2:22]([N:14]([CH2:15][C:16]1[CH:21]=[CH:20][CH:19]=[CH:18][CH:17]=1)[C@H:11]1[CH2:12][CH2:13][C@H:8]([NH2:7])[CH2:9][CH2:10]1)[C:23]1[CH:24]=[CH:25][CH:26]=[CH:27][CH:28]=1. (7) Given the reactants [Cl:1][C:2]1[C:7]([O:8][CH2:9][C:10]([F:13])([F:12])[F:11])=[CH:6][C:5]([NH2:14])=[C:4]([N+:15]([O-:17])=[O:16])[CH:3]=1.ClC1C(Cl)=CC(N)=C([N+]([O-])=O)C=1.FC(F)(F)CO.[OH-].[K+].[CH3:38][C:39]([O:42][C:43](O[C:43]([O:42][C:39]([CH3:41])([CH3:40])[CH3:38])=[O:44])=[O:44])([CH3:41])[CH3:40].C(O)(C(F)(F)F)=O, predict the reaction product. The product is: [C:39]([O:42][C:43](=[O:44])[NH:14][C:5]1[CH:6]=[C:7]([O:8][CH2:9][C:10]([F:12])([F:13])[F:11])[C:2]([Cl:1])=[CH:3][C:4]=1[N+:15]([O-:17])=[O:16])([CH3:41])([CH3:40])[CH3:38].